From a dataset of Catalyst prediction with 721,799 reactions and 888 catalyst types from USPTO. Predict which catalyst facilitates the given reaction. (1) Reactant: [Br:1][C:2]1[C:3]2[CH2:10][CH2:9][CH:8]([NH2:11])[C:4]=2[CH:5]=[N:6][CH:7]=1.[C:12](O)(=[O:15])[CH2:13][CH3:14].CCN=C=NCCCN(C)C.OP([O-])(O)=O.[K+]. Product: [Br:1][C:2]1[C:3]2[CH2:10][CH2:9][CH:8]([NH:11][C:12](=[O:15])[CH2:13][CH3:14])[C:4]=2[CH:5]=[N:6][CH:7]=1. The catalyst class is: 2. (2) Reactant: [F:1][CH:2]([F:12])[C:3]1[C:4]([C:9](Cl)=[O:10])=[N:5][N:6]([CH3:8])[N:7]=1.FC(F)(F)C(O)=O.[F:20][C:21]1[CH:22]=[C:23]2[C:27](=[C:28]([F:30])[CH:29]=1)[CH:26]([CH:31]1[CH2:35][CH2:34][CH2:33][NH:32]1)[CH2:25][CH2:24]2.C(N(CC)CC)C. Product: [F:20][C:21]1[CH:22]=[C:23]2[C:27](=[C:28]([F:30])[CH:29]=1)[CH:26]([CH:31]1[CH2:35][CH2:34][CH2:33][N:32]1[C:9]([C:4]1[C:3]([CH:2]([F:12])[F:1])=[N:7][N:6]([CH3:8])[N:5]=1)=[O:10])[CH2:25][CH2:24]2. The catalyst class is: 7. (3) Reactant: [CH2:4]([C@@H:5]1[N:9]([CH2:10][C:11]2[CH:12]=[CH:13][CH:14]=[CH:15][CH:16]=2)[C:8](=[O:17])[N:7]([CH2:18][C:19]2[CH:20]=[CH:21][CH:22]=[CH:23][CH:24]=2)[C@@H:6]1[C:25]([NH2:27])=[O:26])[S:3][S:3][CH2:4][C@@H:5]1[N:9]([CH2:10][C:11]2[CH:16]=[CH:15][CH:14]=[CH:13][CH:12]=2)[C:8](=[O:17])[N:7]([CH2:18][C:19]2[CH:24]=[CH:23][CH:22]=[CH:21][CH:20]=2)[C@@H:6]1[C:25]([NH2:27])=[O:26].C(OCC)(=O)C. Product: [CH2:10]([N:9]1[C@@H:5]([CH2:4][SH:3])[C@H:6]([C:25]([NH2:27])=[O:26])[N:7]([CH2:18][C:19]2[CH:20]=[CH:21][CH:22]=[CH:23][CH:24]=2)[C:8]1=[O:17])[C:11]1[CH:16]=[CH:15][CH:14]=[CH:13][CH:12]=1. The catalyst class is: 183.